Dataset: Peptide-MHC class I binding affinity with 185,985 pairs from IEDB/IMGT. Task: Regression. Given a peptide amino acid sequence and an MHC pseudo amino acid sequence, predict their binding affinity value. This is MHC class I binding data. (1) The peptide sequence is IDFRELNRV. The MHC is Mamu-A11 with pseudo-sequence Mamu-A11. The binding affinity (normalized) is 0.670. (2) The peptide sequence is KYAEAFQMV. The MHC is HLA-B27:03 with pseudo-sequence HLA-B27:03. The binding affinity (normalized) is 0.0847.